This data is from Catalyst prediction with 721,799 reactions and 888 catalyst types from USPTO. The task is: Predict which catalyst facilitates the given reaction. (1) Reactant: [NH2:1][C@@H:2]1[C:11]2[C:6](=[CH:7][CH:8]=[CH:9][CH:10]=2)[C@@H:5]([OH:12])[CH2:4][CH2:3]1.[Na].F[C:15]1[CH:16]=[CH:17][C:18]2[N:19]([C:21]([N:24]3[CH2:29][CH2:28][CH2:27][CH2:26][C@@H:25]3[CH3:30])=[N:22][N:23]=2)[CH:20]=1.N. Product: [CH3:30][C@H:25]1[CH2:26][CH2:27][CH2:28][CH2:29][N:24]1[C:21]1[N:19]2[CH:20]=[C:15]([O:12][C@@H:5]3[C:6]4[C:11](=[CH:10][CH:9]=[CH:8][CH:7]=4)[C@@H:2]([NH2:1])[CH2:3][CH2:4]3)[CH:16]=[CH:17][C:18]2=[N:23][N:22]=1. The catalyst class is: 655. (2) Reactant: Cl[C:2]1[N:7]=[C:6]([C:8]([NH:10][C:11]2[CH:16]=[CH:15][CH:14]=[CH:13][CH:12]=2)=[O:9])[CH:5]=[CH:4][CH:3]=1.[C:17]1([CH2:23][SH:24])[CH:22]=[CH:21][CH:20]=[CH:19][CH:18]=1.C([O-])([O-])=O.[K+].[K+]. Product: [CH2:23]([S:24][C:2]1[N:7]=[C:6]([C:8]([NH:10][C:11]2[CH:16]=[CH:15][CH:14]=[CH:13][CH:12]=2)=[O:9])[CH:5]=[CH:4][CH:3]=1)[C:17]1[CH:22]=[CH:21][CH:20]=[CH:19][CH:18]=1. The catalyst class is: 31. (3) Reactant: [CH3:1][O:2][C:3](=[O:32])[C:4]1[CH:9]=[C:8]([S:10]([CH3:13])(=[O:12])=[O:11])[C:7]([O:14][C:15]2[CH:20]=[CH:19][C:18]([S:21](Cl)(=[O:23])=[O:22])=[C:17]([S:25]([F:30])([F:29])([F:28])([F:27])[F:26])[CH:16]=2)=[CH:6][C:5]=1[CH3:31].[O-]S([O-])=O.[Na+:37].[Na+].[OH-].[Na+].Cl. Product: [CH3:13][S:10]([C:8]1[CH:9]=[C:4]([C:3]([O:2][CH3:1])=[O:32])[C:5]([CH3:31])=[CH:6][C:7]=1[O:14][C:15]1[CH:20]=[CH:19][C:18]([S:21]([O-:23])=[O:22])=[C:17]([S:25]([F:26])([F:27])([F:28])([F:30])[F:29])[CH:16]=1)(=[O:11])=[O:12].[Na+:37]. The catalyst class is: 6. (4) Reactant: FC(F)(F)S([O:6][S:7]([C:10]([F:13])([F:12])[F:11])(=[O:9])=[O:8])(=O)=O.[CH3:16][O:17][C:18](=[O:33])[CH2:19][C:20]1[C:29]([CH3:30])=[C:28](O)[C:27]2[C:22](=[CH:23][CH:24]=[C:25]([F:32])[CH:26]=2)[CH:21]=1.N1C=CC=CC=1.O. Product: [CH3:16][O:17][C:18](=[O:33])[CH2:19][C:20]1[C:29]([CH3:30])=[C:28]([O:6][S:7]([C:10]([F:11])([F:12])[F:13])(=[O:8])=[O:9])[C:27]2[C:22](=[CH:23][CH:24]=[C:25]([F:32])[CH:26]=2)[CH:21]=1. The catalyst class is: 4.